This data is from Full USPTO retrosynthesis dataset with 1.9M reactions from patents (1976-2016). The task is: Predict the reactants needed to synthesize the given product. (1) The reactants are: [Br:1][C:2]1[CH:11]=[C:10]2[C:5]([N:6]=[CH:7][C:8]([NH:12][NH:13][C:14]([CH:16]3[CH2:18][CH2:17]3)=O)=[N:9]2)=[CH:4][CH:3]=1. Given the product [Br:1][C:2]1[CH:11]=[C:10]2[C:5]([N:6]=[CH:7][C:8]3[N:9]2[C:14]([CH:16]2[CH2:18][CH2:17]2)=[N:13][N:12]=3)=[CH:4][CH:3]=1, predict the reactants needed to synthesize it. (2) Given the product [Cl:18][C:11]1[C:12]([C:14]([F:17])([F:16])[F:15])=[CH:13][C:8]2[N:7]=[C:22]([C:24]3[CH:29]=[CH:28][CH:27]=[C:26]([C:30]4[CH:35]=[CH:34][N:33]=[C:32]([CH3:36])[CH:31]=4)[CH:25]=3)[CH2:21][C:20](=[O:37])[NH:19][C:9]=2[CH:10]=1, predict the reactants needed to synthesize it. The reactants are: C(OC(=O)[NH:7][C:8]1[CH:13]=[C:12]([C:14]([F:17])([F:16])[F:15])[C:11]([Cl:18])=[CH:10][C:9]=1[NH:19][C:20](=[O:37])[CH2:21][C:22]([C:24]1[CH:29]=[CH:28][CH:27]=[C:26]([C:30]2[CH:35]=[CH:34][N:33]=[C:32]([CH3:36])[CH:31]=2)[CH:25]=1)=O)(C)(C)C.C(O)(C(F)(F)F)=O. (3) Given the product [CH2:1]([C@H:3]1[N:12]([C:13](=[O:22])[C:14]2[CH:19]=[CH:18][C:17]([OH:20])=[CH:16][CH:15]=2)[C:11]2[C:6](=[CH:7][CH:8]=[C:9]([F:23])[CH:10]=2)[N:5]([CH2:24][CH2:25][CH3:26])[C:4]1=[O:27])[CH3:2], predict the reactants needed to synthesize it. The reactants are: [CH2:1]([C@H:3]1[N:12]([C:13](=[O:22])[C:14]2[CH:19]=[CH:18][C:17]([O:20]C)=[CH:16][CH:15]=2)[C:11]2[C:6](=[CH:7][CH:8]=[C:9]([F:23])[CH:10]=2)[N:5]([CH2:24][CH2:25][CH3:26])[C:4]1=[O:27])[CH3:2].C([C@H]1N(C(=O)C2C=CC(O)=CC=2)C2C(=CC(F)=CC=2)N(C)C1=O)C. (4) Given the product [CH2:1]([C:8]1[S:9][C:10]([C:22](=[O:24])[CH3:23])=[CH:11][CH:12]=1)[C:2]1[CH:7]=[CH:6][CH:5]=[CH:4][CH:3]=1, predict the reactants needed to synthesize it. The reactants are: [CH2:1]([C:8]1[S:9][C:10](Br)=[CH:11][CH:12]=1)[C:2]1[CH:7]=[CH:6][CH:5]=[CH:4][CH:3]=1.C([Li])CCC.CON(C)[C:22](=[O:24])[CH3:23].Cl. (5) Given the product [N:2]#[C:1][C@@H:3]([C:4]([O:6][CH2:7][CH3:8])=[O:5])[NH2:9], predict the reactants needed to synthesize it. The reactants are: [C:1]([C:3](=[N:9]O)[C:4]([O:6][CH2:7][CH3:8])=[O:5])#[N:2].C([O-])(O)=O.[Na+].S(S([O-])=O)([O-])=O.[Na+].[Na+].[Na+].[Cl-]. (6) The reactants are: [CH3:1][O:2][C:3]1[CH:27]=[CH:26][C:6]([CH2:7][N:8]2[CH2:13][CH2:12][N:11]([CH2:14][C:15]3[CH:20]=[CH:19][C:18]([N+:21]([O-])=O)=[CH:17][N:16]=3)[CH2:10][C:9]2([CH3:25])[CH3:24])=[CH:5][CH:4]=1. Given the product [CH3:1][O:2][C:3]1[CH:4]=[CH:5][C:6]([CH2:7][N:8]2[CH2:13][CH2:12][N:11]([CH2:14][C:15]3[N:16]=[CH:17][C:18]([NH2:21])=[CH:19][CH:20]=3)[CH2:10][C:9]2([CH3:25])[CH3:24])=[CH:26][CH:27]=1, predict the reactants needed to synthesize it. (7) Given the product [Cl:1][C:2]1[C:7]([C:8]2[CH:9]=[CH:10][CH:11]=[CH:12][CH:13]=2)=[N:6][N:5]=[C:4]2[N:14]([CH2:29][CH2:28][N:23]3[CH:27]=[CH:26][CH:25]=[N:24]3)[N:15]=[C:16]([C:17]3[CH:18]=[CH:19][CH:20]=[CH:21][CH:22]=3)[C:3]=12, predict the reactants needed to synthesize it. The reactants are: [Cl:1][C:2]1[C:7]([C:8]2[CH:13]=[CH:12][CH:11]=[CH:10][CH:9]=2)=[N:6][N:5]=[C:4]2[NH:14][N:15]=[C:16]([C:17]3[CH:22]=[CH:21][CH:20]=[CH:19][CH:18]=3)[C:3]=12.[N:23]1([CH2:28][CH2:29]O)[CH:27]=[CH:26][CH:25]=[N:24]1. (8) Given the product [CH3:12][C:13]([C:14]1[S:15][CH:3]=[C:4]([C:6]2[CH:11]=[CH:10][N:9]=[CH:8][CH:7]=2)[N:16]=1)([CH3:18])[CH3:17], predict the reactants needed to synthesize it. The reactants are: Br.Br[CH2:3][C:4]([C:6]1[CH:11]=[CH:10][N:9]=[CH:8][CH:7]=1)=O.[CH3:12][C:13]([CH3:18])([CH3:17])[C:14]([NH2:16])=[S:15]. (9) Given the product [CH:1]1([N:4]([S:24]([C:27]2[CH:32]=[CH:31][CH:30]=[CH:29][N:28]=2)(=[O:26])=[O:25])[C:5]2[CH:6]=[C:7]([O:19][CH2:20][CH2:21][O:22][CH3:23])[CH:8]=[C:9]3[C:13]=2[NH:12][C:11]([C:14]([O:16][CH2:17][CH3:18])=[O:15])=[CH:10]3)[CH2:3][CH2:2]1, predict the reactants needed to synthesize it. The reactants are: [CH:1]1([N:4]([S:24]([C:27]2[CH:32]=[CH:31][CH:30]=[CH:29][N:28]=2)(=[O:26])=[O:25])[C:5]2[CH:6]=[C:7]([O:19][CH2:20][CH2:21][O:22][CH3:23])[CH:8]=[C:9]3[C:13]=2[NH:12][CH:11]([C:14]([O:16][CH2:17][CH3:18])=[O:15])[CH2:10]3)[CH2:3][CH2:2]1. (10) Given the product [NH2:1][C:4]1[CH:5]=[CH:6][C:7]([N:10]2[CH2:15][CH2:14][N:13]([C:16]([O:18][C:19]([CH3:22])([CH3:21])[CH3:20])=[O:17])[CH2:12][CH2:11]2)=[N:8][CH:9]=1, predict the reactants needed to synthesize it. The reactants are: [N+:1]([C:4]1[CH:5]=[CH:6][C:7]([N:10]2[CH2:15][CH2:14][N:13]([C:16]([O:18][C:19]([CH3:22])([CH3:21])[CH3:20])=[O:17])[CH2:12][CH2:11]2)=[N:8][CH:9]=1)([O-])=O.C(O)(=O)C.